From a dataset of Reaction yield outcomes from USPTO patents with 853,638 reactions. Predict the reaction yield, written as a fraction of the theoretical maximum amount of product (1.0 means a 100% yield; for example, 0.34 means a 34% yield). (1) The reactants are [CH2:1]([C@H:8]([NH:31][C:32](=[O:38])[O:33][C:34](C)([CH3:36])[CH3:35])[C@@H:9]([OH:30])[CH:10]([NH:18][S:19]([C:22]1[CH:27]=[CH:26][C:25]([O:28][CH3:29])=[CH:24][CH:23]=1)(=[O:21])=[O:20])[O:11][CH:12]1[CH2:17][CH2:16][CH2:15][CH2:14][CH2:13]1)[C:2]1[CH:7]=[CH:6][CH:5]=[CH:4][CH:3]=1.[C:39](=O)([O:49]C1C=CC([N+]([O-])=O)=CC=1)[O:40][C@H:41]1[O:49][C@H:39]2[O:40][CH2:41][CH2:42][C@H]2[CH2:42]1.C(N(C(C)C)CC)(C)C.C(#N)C. The catalyst is FC(F)(F)C(O)=O. The product is [CH2:1]([C@H:8]([NH:31][C:32](=[O:38])[O:33][C@@H:34]1[C@H:35]2[C@H:39]([O:40][CH2:41][CH2:42]2)[O:49][CH2:36]1)[C@@H:9]([OH:30])[CH:10]([NH:18][S:19]([C:22]1[CH:27]=[CH:26][C:25]([O:28][CH3:29])=[CH:24][CH:23]=1)(=[O:21])=[O:20])[O:11][CH:12]1[CH2:17][CH2:16][CH2:15][CH2:14][CH2:13]1)[C:2]1[CH:7]=[CH:6][CH:5]=[CH:4][CH:3]=1. The yield is 0.270. (2) The reactants are [O-]P([O-])([O-])=O.[K+].[K+].[K+].Br[C:10]1[CH:18]=[CH:17][C:13]([N:14]([CH3:16])[CH3:15])=[CH:12][CH:11]=1.[C@@H:19]1([NH2:26])[CH2:24][CH2:23][CH2:22][CH2:21][C@H:20]1[NH2:25]. The catalyst is [Cu]I.O1CCOCC1. The product is [CH3:15][N:14]([CH3:16])[C:13]1[CH:17]=[CH:18][C:10]([NH:25][C@@H:20]2[CH2:21][CH2:22][CH2:23][CH2:24][C@H:19]2[NH2:26])=[CH:11][CH:12]=1. The yield is 0.590. (3) The reactants are [F:1][C:2]([F:7])([F:6])[C:3]([OH:5])=[O:4].[F:8][C:9]([F:14])([F:13])[C:10]([OH:12])=[O:11].[Cl:15][C:16]1[CH:17]=[N:18][C:19]2[NH:20][C:21]3[CH:22]=[CH:23][CH:24]=[C:25]([CH:43]=3)[CH2:26][CH2:27][C:28]3[CH:36]=[C:32]([NH:33][C:34]=1[N:35]=2)[CH:31]=[CH:30][C:29]=3[N:37]1[CH2:42][CH2:41][NH:40][CH2:39][CH2:38]1.C(N(CC)C(C)C)(C)C.[C:53](Cl)(=[O:60])[C:54]1[CH:59]=[CH:58][CH:57]=[CH:56][CH:55]=1. The catalyst is ClCCl. The product is [F:1][C:2]([F:7])([F:6])[C:3]([OH:5])=[O:4].[F:8][C:9]([F:14])([F:13])[C:10]([OH:12])=[O:11].[C:53]([N:40]1[CH2:41][CH2:42][N:37]([C:29]2[CH:30]=[CH:31][C:32]3[NH:33][C:34]4[N:35]=[C:19]([NH:20][C:21]5[CH:22]=[CH:23][CH:24]=[C:25]([CH:43]=5)[CH2:26][CH2:27][C:28]=2[CH:36]=3)[N:18]=[CH:17][C:16]=4[Cl:15])[CH2:38][CH2:39]1)(=[O:60])[C:54]1[CH:59]=[CH:58][CH:57]=[CH:56][CH:55]=1. The yield is 0.400.